Dataset: Forward reaction prediction with 1.9M reactions from USPTO patents (1976-2016). Task: Predict the product of the given reaction. (1) Given the reactants [C:1]([O:5][C:6]([NH:8][C@@H:9]1[CH2:11][C@H:10]1[C:12]1[CH:20]=[CH:19][C:15]([C:16]([OH:18])=O)=[CH:14][CH:13]=1)=[O:7])([CH3:4])([CH3:3])[CH3:2].[N:21]1[CH:26]=[CH:25][CH:24]=[N:23][C:22]=1[C:27]1[CH:33]=[CH:32][C:30]([NH2:31])=[CH:29][CH:28]=1.F[P-](F)(F)(F)(F)F.N1(OC(N(C)C)=[N+](C)C)C2N=CC=CC=2N=N1.C(N(CC)CC)C, predict the reaction product. The product is: [N:21]1[CH:26]=[CH:25][CH:24]=[N:23][C:22]=1[C:27]1[CH:33]=[CH:32][C:30]([NH:31][C:16]([C:15]2[CH:14]=[CH:13][C:12]([C@@H:10]3[CH2:11][C@H:9]3[NH:8][C:6](=[O:7])[O:5][C:1]([CH3:2])([CH3:3])[CH3:4])=[CH:20][CH:19]=2)=[O:18])=[CH:29][CH:28]=1. (2) The product is: [CH2:15]([O:14][C:12]([NH:5][C@H:6]([CH2:7][OH:8])[C:9]([O:11][CH3:1])=[O:10])=[O:13])[C:16]1[CH:21]=[CH:20][CH:19]=[CH:18][CH:17]=1. Given the reactants [C:1](Cl)(=O)C.[NH2:5][C@@H:6]([C:9]([OH:11])=[O:10])[CH2:7][OH:8].[C:12](ON1C(=O)CCC1=O)([O:14][CH2:15][C:16]1[CH:21]=[CH:20][CH:19]=[CH:18][CH:17]=1)=[O:13], predict the reaction product.